Dataset: Forward reaction prediction with 1.9M reactions from USPTO patents (1976-2016). Task: Predict the product of the given reaction. (1) Given the reactants [CH:1]1[C:10]2[C:5](=[CH:6][CH:7]=[CH:8][CH:9]=2)[CH:4]=[CH:3][C:2]=1[C:11]([OH:13])=O.[CH2:26]1[CH2:27][CH2:28][CH:23]([N:22]=C=[N:22][CH:23]2[CH2:28][CH2:27][CH2:26][CH2:25][CH2:24]2)[CH2:24][CH2:25]1.[CH3:29][N:30]([CH:32]=[O:33])C, predict the reaction product. The product is: [CH3:24][C:25]1[C:26]([O:33][C:32]2[N:30]=[CH:29][C:23]([NH:22][C:11]([C:2]3[CH:3]=[CH:4][C:5]4[C:10](=[CH:9][CH:8]=[CH:7][CH:6]=4)[CH:1]=3)=[O:13])=[CH:24][CH:25]=2)=[CH:27][CH:28]=[CH:23][N:22]=1. (2) Given the reactants [CH3:1][O:2][C:3]([CH2:5][C@H:6]1[CH2:11][N:10]([S:12]([C:15]2[CH:24]=[CH:23][C:22]3[C:17](=[CH:18][CH:19]=[C:20]([Cl:25])[CH:21]=3)[CH:16]=2)(=[O:14])=[O:13])[CH2:9][C@H:8]([CH2:26][C:27]([O:29][CH3:30])=[O:28])[NH:7]1)=[O:4].C(N(CC)C(C)C)(C)C.[Br:40][C:41]1[CH:49]=[CH:48][C:44]([C:45](Cl)=[O:46])=[CH:43][CH:42]=1.O, predict the reaction product. The product is: [CH3:30][O:29][C:27]([CH2:26][C@H:8]1[CH2:9][N:10]([S:12]([C:15]2[CH:24]=[CH:23][C:22]3[C:17](=[CH:18][CH:19]=[C:20]([Cl:25])[CH:21]=3)[CH:16]=2)(=[O:13])=[O:14])[CH2:11][C@H:6]([CH2:5][C:3]([O:2][CH3:1])=[O:4])[N:7]1[C:45](=[O:46])[C:44]1[CH:48]=[CH:49][C:41]([Br:40])=[CH:42][CH:43]=1)=[O:28]. (3) The product is: [CH2:1]([C:3]1[CH:8]=[C:7]([CH2:9][OH:10])[CH:6]=[C:5]([CH3:11])[C:4]=1[CH2:12][CH2:13][C:14]([OH:16])=[O:15])[CH3:2]. Given the reactants [CH2:1]([C:3]1[CH:8]=[C:7]([CH:9]=[O:10])[CH:6]=[C:5]([CH3:11])[C:4]=1[CH:12]=[CH:13][C:14]([OH:16])=[O:15])[CH3:2].CCN(C(C)C)C(C)C, predict the reaction product. (4) Given the reactants [CH2:1]([O:8][C:9]1[CH:10]=[C:11]([CH2:24][C:25]#N)[CH:12]=[CH:13][C:14]=1[CH2:15][C:16]1[CH:21]=[CH:20][C:19]([CH2:22][CH3:23])=[CH:18][CH:17]=1)[C:2]1[CH:7]=[CH:6][CH:5]=[CH:4][CH:3]=1.[OH-:27].[K+].Cl.[OH2:30], predict the reaction product. The product is: [CH2:1]([O:8][C:9]1[CH:10]=[C:11]([CH2:24][C:25]([OH:30])=[O:27])[CH:12]=[CH:13][C:14]=1[CH2:15][C:16]1[CH:21]=[CH:20][C:19]([CH2:22][CH3:23])=[CH:18][CH:17]=1)[C:2]1[CH:7]=[CH:6][CH:5]=[CH:4][CH:3]=1.